This data is from Cav3 T-type calcium channel HTS with 100,875 compounds. The task is: Binary Classification. Given a drug SMILES string, predict its activity (active/inactive) in a high-throughput screening assay against a specified biological target. The molecule is FC(F)(F)C1(N=C(Nc2n(Cc3ccccc3)c(=O)[nH]c(=O)c12)c1occc1)C(F)(F)F. The result is 0 (inactive).